From a dataset of Experimentally validated miRNA-target interactions with 360,000+ pairs, plus equal number of negative samples. Binary Classification. Given a miRNA mature sequence and a target amino acid sequence, predict their likelihood of interaction. (1) The miRNA is hsa-miR-513a-5p with sequence UUCACAGGGAGGUGUCAU. The protein sequence of the target gene is MLLPRSVSSERAPGVPEPEELWEAEMERLRGSGTPVRGLPYAMMDKRLIWQLREPAGVQTLRWQRWQRRRQTVERRLREAAQRLARGLGLWEGALYEIGGLFGTGIRSYFTFLRFLLLLNLLSLLLTASFVLLPLVWLRPPDPGPTLNLTLQCPGSRQSPPGVLRFHNQLWHVLTGRAFTNTYLFYGAYRVGPESSSVYSIRLAYLLSPLACLLLCFCGTLRRMVKGLPQKTLLGQGYQAPLSAKVFSSWDFCIRVQEAATIKKHEISNEFKVELEEGRRFQLMQQQTRAQTACRLLSYL.... Result: 0 (no interaction). (2) The miRNA is hsa-miR-6845-5p with sequence CGGGGCCAGAGCAGAGAGC. The protein sequence of the target gene is MMMMSLNSKQAFSMPHGGSLHVEPKYSALHSTSPGSSAPIAPSASSPSSSSNAGGGGGGGGGGGGGGGRSSSSSSSGSSGGGGSEAMRRACLPTPPSNIFGGLDESLLARAEALAAVDIVSQSKSHHHHPPHHSPFKPDATYHTMNTIPCTSAASSSSVPISHPSALAGTHHHHHHHHHHHHQPHQALEGELLEHLSPGLALGAMAGPDGAVVSTPAHAPHMATMNPMHQAALSMAHAHGLPSHMGCMSDVDADPRDLEAFAERFKQRRIKLGVTQADVGSALANLKIPGVGSLSQSTIC.... Result: 0 (no interaction). (3) The protein sequence of the target gene is MGPRKKSVKTCIMNNEIPEEMTADETKDYMNQLSHEVLCHIFRYLPLQDIMCMECLSRKLKEAVTLYLRVVRVVDLCAGRWWEYMPSGFTDASFLTLLKKMPDVEQLYGLHPRYLERRRVRGHEAFSIPGVLEALQACPNLVGVETSHLELVESIWTYMPHVHILGKFRNRNGAFPIPPENKLKIPIGAKIQTLHLVGVNVPEIPCIPMLRHLYMKWVRLTKPQPFKDFLCISLRTFVMRNCAGPTNSLKYVPLVTGLASARNLEHLEMVRVPFLGGLIQHVVEDSWRSGGFRNLHTIVL.... Result: 0 (no interaction). The miRNA is hsa-miR-557 with sequence GUUUGCACGGGUGGGCCUUGUCU. (4) The protein sequence of the target gene is MKVTVGPDPSLVYRPDVDPEVAKDKASFRNYTSGPLLDRVFTTYKLMHTHQTVDFVRSKHAQFGGFSYKKMTVMEAVDLLDGLVDESDPDVDFPNSFHAFQTAEGIRKAHPDKDWFHLVGLLHDLGKVLALFGEPQWAVVGDTFPVGCRPQASVVFCDSTFQDNPDLQDPRYSTELGMYQPHCGLDRVLMSWGHDEYMYQVMKFNKFSLPPEAFYMIRFHSFYPWHTGRDYQQLCSQQDLAMLPWVREFNKFDLYTKCPDLPDVDKLRPYYQGLIDKYCPGILSW. Result: 1 (interaction). The miRNA is hsa-miR-6832-5p with sequence AGUAGAGAGGAAAAGUUAGGGUC. (5) The miRNA is hsa-miR-122-3p with sequence AACGCCAUUAUCACACUAAAUA. The protein sequence of the target gene is MSAMEAADVFHRARGRTLDAFSSEKEREWKGPFYFVQGADTQFGLMKAWSTGNCDAGGDEWGQEIRLTEQAVEAINKLNPKPKFFVLCGDLVHAMPGTPWRQEQTRDLQRVLKAVDQDIPLVMVSGNHDLGNAPTAETVEEFCQTWGDDYFSFWVGGVLFLVLNSQFLYDASRCPALKQAQDHWLDQQLNIAEQKQCQHAIVFQHIPLFLQSIDEDDDYFNLTKTVRKELAEKLTRAGIRAVFSGHYHRNAGGTYQNLDMVVSSAIGCQLGKDTHGLRVVAITAEKIVHRYYSLDELSQG.... Result: 0 (no interaction).